Dataset: Orexin1 receptor HTS with 218,158 compounds and 233 confirmed actives. Task: Binary Classification. Given a drug SMILES string, predict its activity (active/inactive) in a high-throughput screening assay against a specified biological target. (1) The drug is Clc1cc(N(S(=O)(=O)C)CC(=O)Nc2cc3OCCOc3cc2)c(OC)cc1. The result is 0 (inactive). (2) The molecule is s1c2c(nc1COc1ccccc1)cccc2. The result is 0 (inactive).